Dataset: Full USPTO retrosynthesis dataset with 1.9M reactions from patents (1976-2016). Task: Predict the reactants needed to synthesize the given product. (1) Given the product [Cl:20][C:21]1[CH:26]=[CH:25][C:24]([NH:27][C:28]([NH:12][C:9]2[CH:10]=[CH:11][C:6]([O:5][CH2:4][CH2:3][N:2]([CH3:19])[CH3:1])=[C:7]([C:13]3[N:14]([CH3:18])[N:15]=[CH:16][CH:17]=3)[CH:8]=2)=[O:29])=[CH:23][CH:22]=1, predict the reactants needed to synthesize it. The reactants are: [CH3:1][N:2]([CH3:19])[CH2:3][CH2:4][O:5][C:6]1[CH:11]=[CH:10][C:9]([NH2:12])=[CH:8][C:7]=1[C:13]1[N:14]([CH3:18])[N:15]=[CH:16][CH:17]=1.[Cl:20][C:21]1[CH:26]=[CH:25][C:24]([N:27]=[C:28]=[O:29])=[CH:23][CH:22]=1. (2) The reactants are: [CH3:1][C:2]([CH3:31])([CH3:30])[CH2:3][O:4][C:5]1[CH:18]=[CH:17][C:16]2[O:15][C:14]3[C:9](=[CH:10][C:11]([C:19]4[CH:20]=[N:21][CH:22]=[N:23][CH:24]=4)=[CH:12][CH:13]=3)[C:8]3([CH2:28][O:27][C:26]([NH2:29])=[N:25]3)[C:7]=2[CH:6]=1.C(=O)=O. Given the product [CH3:1][C:2]([CH3:31])([CH3:30])[CH2:3][O:4][C:5]1[CH:18]=[CH:17][C:16]2[O:15][C:14]3[C:9](=[CH:10][C:11]([C:19]4[CH:20]=[N:21][CH:22]=[N:23][CH:24]=4)=[CH:12][CH:13]=3)[C@:8]3([CH2:28][O:27][C:26]([NH2:29])=[N:25]3)[C:7]=2[CH:6]=1, predict the reactants needed to synthesize it. (3) Given the product [Cl:9][CH2:10][CH2:2][C:3]1[CH:8]=[CH:7][CH:6]=[CH:5][N:4]=1, predict the reactants needed to synthesize it. The reactants are: Cl[CH2:2][CH2:3][N:4]1[CH2:8][CH2:7][CH2:6][CH2:5]1.[Cl:9][CH:10]1C2C=CC=CC=2C=CC2C=CC=CC1=2.IC1C=CC2CCC3C=CC(I)=CC=3C(=O)C=2C=1.BrC1C2C=CC=CC=2CC2C=CC=CC=2C=1.C(C1C2C=CC=CC=2CC2C=CC=CC=2C=1)#N.FC1C=CC2C=CC3C=CC(F)=CC=3C(=O)C=2C=1. (4) Given the product [BrH:17].[CH2:1]([O:3][C:4](=[O:12])[CH2:5][C:6]1[N:7]([CH2:16][CH2:15][O:14][CH3:13])[C:8](=[NH:11])[S:9][CH:10]=1)[CH3:2], predict the reactants needed to synthesize it. The reactants are: [CH2:1]([O:3][C:4](=[O:12])[CH2:5][C:6]1[N:7]=[C:8]([NH2:11])[S:9][CH:10]=1)[CH3:2].[CH3:13][O:14][CH2:15][CH2:16][Br:17]. (5) Given the product [F:20][CH:19]([F:21])[O:18][C:15]1[CH:16]=[CH:17][C:12]([C:10](=[O:11])[C:9]([C:4]2[CH:5]=[CH:6][CH:7]=[C:2]([C:27]#[C:26][CH2:25][OH:28])[CH:3]=2)=[O:24])=[CH:13][C:14]=1[CH2:22][CH3:23], predict the reactants needed to synthesize it. The reactants are: Br[C:2]1[CH:3]=[C:4]([C:9](=[O:24])[C:10]([C:12]2[CH:17]=[CH:16][C:15]([O:18][CH:19]([F:21])[F:20])=[C:14]([CH2:22][CH3:23])[CH:13]=2)=[O:11])[CH:5]=[CH:6][C:7]=1F.[CH2:25]([OH:28])[C:26]#[CH:27]. (6) Given the product [F:1][C:2]1[CH:7]=[CH:6][CH:5]=[CH:4][C:3]=1[C:8]1[C:20]2[C:19]3[C:14](=[CH:15][C:16]([C:21]([N:23]4[CH2:28][CH2:27][O:26][CH2:25][CH2:24]4)=[O:22])=[CH:17][CH:18]=3)[NH:13][C:12]=2[C:11]([C:29]([OH:31])=[O:30])=[N:10][CH:9]=1, predict the reactants needed to synthesize it. The reactants are: [F:1][C:2]1[CH:7]=[CH:6][CH:5]=[CH:4][C:3]=1[C:8]1[C:20]2[C:19]3[C:14](=[CH:15][C:16]([C:21]([N:23]4[CH2:28][CH2:27][O:26][CH2:25][CH2:24]4)=[O:22])=[CH:17][CH:18]=3)[NH:13][C:12]=2[C:11]([C:29]([O:31]CC)=[O:30])=[N:10][CH:9]=1.[Li+].[OH-]. (7) Given the product [C:29]([O:28][C:26](=[O:27])[N:4]([CH:1]([CH3:3])[CH3:2])[CH2:5][CH2:6][O:7][C:8]1[CH:9]=[CH:10][C:11]([N+:14]([O-:16])=[O:15])=[CH:12][CH:13]=1)([CH3:32])([CH3:31])[CH3:30], predict the reactants needed to synthesize it. The reactants are: [CH:1]([NH:4][CH2:5][CH2:6][O:7][C:8]1[CH:13]=[CH:12][C:11]([N+:14]([O-:16])=[O:15])=[CH:10][CH:9]=1)([CH3:3])[CH3:2].C(N(C(C)C)CC)(C)C.[C:26](O[C:26]([O:28][C:29]([CH3:32])([CH3:31])[CH3:30])=[O:27])([O:28][C:29]([CH3:32])([CH3:31])[CH3:30])=[O:27]. (8) Given the product [CH3:14][O:15][C:16](=[O:36])[C:17]1[CH:22]=[CH:21][C:20]([C:2]2[CH:11]=[C:10]([C:12]#[N:13])[C:9]3[C:4](=[CH:5][CH:6]=[CH:7][CH:8]=3)[N:3]=2)=[CH:19][C:18]=1[OH:32], predict the reactants needed to synthesize it. The reactants are: Cl[C:2]1[CH:11]=[C:10]([C:12]#[N:13])[C:9]2[C:4](=[CH:5][CH:6]=[CH:7][CH:8]=2)[N:3]=1.[CH3:14][O:15][C:16](=[O:36])[C:17]1[CH:22]=[CH:21][C:20](B2OC(C)(C)C(C)(C)O2)=[CH:19][C:18]=1[O:32]COC.C(=O)([O-])[O-].[Na+].[Na+].C(COC)OC. (9) Given the product [Br:48][CH2:49][CH2:50][NH:51][C:19]([C:18]1[CH:17]=[C:16]([CH2:15][CH2:14][CH:11]2[CH2:10][CH2:9][N:8]([C:6]([O:5][C:1]([CH3:2])([CH3:3])[CH3:4])=[O:7])[CH2:13][CH2:12]2)[CH:24]=[CH:23][CH:22]=1)=[O:20], predict the reactants needed to synthesize it. The reactants are: [C:1]([O:5][C:6]([N:8]1[CH2:13][CH2:12][CH:11]([CH2:14][CH2:15][C:16]2[CH:17]=[C:18]([CH:22]=[CH:23][CH:24]=2)[C:19](O)=[O:20])[CH2:10][CH2:9]1)=[O:7])([CH3:4])([CH3:3])[CH3:2].Cl.CN(C)CCCN=C=NCC.ON1C2C=CC=CC=2N=N1.Br.[Br:48][CH2:49][CH2:50][NH2:51].C(=O)([O-])O.[Na+].